This data is from Forward reaction prediction with 1.9M reactions from USPTO patents (1976-2016). The task is: Predict the product of the given reaction. Given the reactants C([O:8][C:9]([C@H:11]1[CH2:15][CH2:14][CH2:13][N:12]1[C:16](=[O:40])/[C:17](/[CH3:39])=[CH:18]/[CH:19]=[C:20](\[CH3:38])/[C:21]([N:23]1[CH2:27][CH2:26][CH2:25][C@@H:24]1[C:28]([O:30]CC1C=CC=CC=1)=[O:29])=[O:22])=[O:10])C1C=CC=CC=1.[H][H], predict the reaction product. The product is: [C:28]([C@H:24]1[CH2:25][CH2:26][CH2:27][N:23]1[C:21](=[O:22])[CH:20]([CH3:38])[CH2:19][CH2:18][CH:17]([CH3:39])[C:16]([N:12]1[CH2:13][CH2:14][CH2:15][C@@H:11]1[C:9]([OH:10])=[O:8])=[O:40])([OH:30])=[O:29].